Dataset: Reaction yield outcomes from USPTO patents with 853,638 reactions. Task: Predict the reaction yield, written as a fraction of the theoretical maximum amount of product (1.0 means a 100% yield; for example, 0.34 means a 34% yield). The reactants are O[CH2:2][C:3]1[CH:12]=[N:11][C:10]2[N:9]3[CH2:13][CH2:14][S:15][CH2:16][C@H:8]3[C:7](=[O:17])[NH:6][C:5]=2[CH:4]=1.[I-].C(C[P+](C)(C)C)#N.CCN(C(C)C)C(C)C.[N:35]1([C:41]2[CH:51]=[CH:50][C:44]([C:45]([O:47][CH2:48][CH3:49])=[O:46])=[CH:43][CH:42]=2)[CH2:40][CH2:39][NH:38][CH2:37][CH2:36]1. The catalyst is C(#N)CC.CCO.O. The product is [O:17]=[C:7]1[NH:6][C:5]2[CH:4]=[C:3]([CH2:2][N:38]3[CH2:37][CH2:36][N:35]([C:41]4[CH:42]=[CH:43][C:44]([C:45]([O:47][CH2:48][CH3:49])=[O:46])=[CH:50][CH:51]=4)[CH2:40][CH2:39]3)[CH:12]=[N:11][C:10]=2[N:9]2[CH2:13][CH2:14][S:15][CH2:16][C@@H:8]12. The yield is 0.820.